From a dataset of Forward reaction prediction with 1.9M reactions from USPTO patents (1976-2016). Predict the product of the given reaction. (1) Given the reactants [CH2:1]([Li])CCC.[Si:6]([O:13][CH2:14][CH:15]([CH2:18][CH3:19])[CH:16]=O)([C:9]([CH3:12])([CH3:11])[CH3:10])([CH3:8])[CH3:7], predict the reaction product. The product is: [C:9]([Si:6]([O:13][CH2:14][CH:15]([CH2:18][CH3:19])[CH:16]=[CH2:1])([CH3:8])[CH3:7])([CH3:12])([CH3:11])[CH3:10]. (2) Given the reactants [CH:1]1[C:6]([C:7]([F:10])([F:9])[F:8])=[CH:5][N:4]=[C:3]([CH:11]=O)[CH:2]=1.[NH2:13][C:14]1[N:15]=[N:16][C:17]([CH3:20])=[CH:18][CH:19]=1.C([O:23][C:24](=O)[C:25]([OH:38])=[CH:26][C:27]([C:29]1[CH:34]=[CH:33][C:32]([CH:35]([CH3:37])[CH3:36])=[CH:31][CH:30]=1)=[O:28])C, predict the reaction product. The product is: [OH:38][C:25]1[C:24](=[O:23])[N:13]([C:14]2[N:15]=[N:16][C:17]([CH3:20])=[CH:18][CH:19]=2)[CH:11]([C:3]2[CH:2]=[CH:1][C:6]([C:7]([F:8])([F:9])[F:10])=[CH:5][N:4]=2)[C:26]=1[C:27](=[O:28])[C:29]1[CH:34]=[CH:33][C:32]([CH:35]([CH3:37])[CH3:36])=[CH:31][CH:30]=1. (3) The product is: [C:39]([C:16]1[CH:15]=[C:14]([C:11]2[CH2:10][C:9]([C:4]3[CH:3]=[C:2]([Cl:1])[CH:7]=[C:6]([Cl:8])[CH:5]=3)([C:31]([F:34])([F:33])[F:32])[O:13][N:12]=2)[CH:29]=[CH:28][C:17]=1[C:18]([NH:20][CH2:21][C:22]1[CH:27]=[CH:26][CH:25]=[CH:24][N:23]=1)=[O:19])#[N:41]. Given the reactants [Cl:1][C:2]1[CH:3]=[C:4]([C:9]2([C:31]([F:34])([F:33])[F:32])[O:13][N:12]=[C:11]([C:14]3[CH:29]=[CH:28][C:17]([C:18]([NH:20][CH2:21][C:22]4[CH:27]=[CH:26][CH:25]=[CH:24][N:23]=4)=[O:19])=[C:16](I)[CH:15]=3)[CH2:10]2)[CH:5]=[C:6]([Cl:8])[CH:7]=1.O.N.O.C[C:39]([N:41](C)C)=O, predict the reaction product. (4) Given the reactants [H-].[Na+].[F:3][C:4]1[CH:5]=[C:6]([S:11]([N:14]2[CH2:18][CH2:17][CH2:16][CH:15]2[C:19]([NH:21][C:22]2[CH:27]=[CH:26][CH:25]=[CH:24][CH:23]=2)=[O:20])(=[O:13])=[O:12])[CH:7]=[CH:8][C:9]=1[CH3:10].Cl[CH2:29][N:30]1[C:34]2[CH:35]=[CH:36][CH:37]=[CH:38][C:33]=2[N:32]=[N:31]1, predict the reaction product. The product is: [N:30]1([CH2:29][N:21]([C:22]2[CH:27]=[CH:26][CH:25]=[CH:24][CH:23]=2)[C:19]([CH:15]2[CH2:16][CH2:17][CH2:18][N:14]2[S:11]([C:6]2[CH:7]=[CH:8][C:9]([CH3:10])=[C:4]([F:3])[CH:5]=2)(=[O:13])=[O:12])=[O:20])[C:34]2[CH:35]=[CH:36][CH:37]=[CH:38][C:33]=2[N:32]=[N:31]1. (5) The product is: [Br:15][C:16]1[CH:21]=[CH:20][C:19]([C:2](=[O:14])[CH2:3][C:4]2([C:10]([O:12][CH3:13])=[O:11])[CH2:9][CH2:8][O:7][CH2:6][CH2:5]2)=[CH:18][CH:17]=1. Given the reactants Cl[C:2](=[O:14])[CH2:3][C:4]1([C:10]([O:12][CH3:13])=[O:11])[CH2:9][CH2:8][O:7][CH2:6][CH2:5]1.[Br:15][C:16]1[CH:21]=[CH:20][CH:19]=[CH:18][CH:17]=1.[Cl-].[Al+3].[Cl-].[Cl-], predict the reaction product.